This data is from Forward reaction prediction with 1.9M reactions from USPTO patents (1976-2016). The task is: Predict the product of the given reaction. (1) Given the reactants [OH:1][C:2]1[CH:9]=[CH:8][C:5]([CH:6]=[O:7])=[CH:4][CH:3]=1.[O:10]1[CH:15]=[CH:14][CH2:13][CH2:12][CH2:11]1.C1(C)C=CC(S([O-])(=O)=O)=CC=1.[NH+]1C=CC=CC=1, predict the reaction product. The product is: [O:10]1[CH2:15][CH2:14][CH2:13][CH2:12][CH:11]1[O:1][C:2]1[CH:9]=[CH:8][C:5]([CH:6]=[O:7])=[CH:4][CH:3]=1. (2) Given the reactants [N+:1]([C:4]1[CH:9]=[CH:8][C:7]([OH:10])=[CH:6][CH:5]=1)([O-:3])=[O:2].Cl[CH2:12][CH2:13][C:14]([OH:16])=[O:15].[OH-].[K+].Cl, predict the reaction product. The product is: [N+:1]([C:4]1[CH:9]=[CH:8][C:7]([O:10][CH2:12][CH2:13][C:14]([OH:16])=[O:15])=[CH:6][CH:5]=1)([O-:3])=[O:2]. (3) Given the reactants [F:1][C:2]1[CH:7]=[CH:6][C:5]([CH:8]([C:21]2[CH:26]=[CH:25][C:24]([C:27]3[CH:32]=[CH:31][C:30]([C:33](O)=[O:34])=[CH:29][CH:28]=3)=[CH:23][CH:22]=2)[CH2:9]/[C:10](=[N:19]\[OH:20])/[C:11]2[CH:16]=[CH:15][C:14](=[O:17])[N:13]([CH3:18])[CH:12]=2)=[C:4]([CH3:36])[CH:3]=1.Cl.[CH3:38][O:39][C:40](=[O:43])[CH2:41][NH2:42], predict the reaction product. The product is: [CH3:38][O:39][C:40](=[O:43])[CH2:41][NH:42][C:33]([C:30]1[CH:31]=[CH:32][C:27]([C:24]2[CH:25]=[CH:26][C:21]([CH:8]([C:5]3[CH:6]=[CH:7][C:2]([F:1])=[CH:3][C:4]=3[CH3:36])[CH2:9]/[C:10](=[N:19]\[OH:20])/[C:11]3[CH:16]=[CH:15][C:14](=[O:17])[N:13]([CH3:18])[CH:12]=3)=[CH:22][CH:23]=2)=[CH:28][CH:29]=1)=[O:34]. (4) Given the reactants C[O:2][C:3](=[O:19])[C:4]1[CH:9]=[CH:8][CH:7]=[C:6]([CH2:10][O:11][C:12]2[CH:17]=[CH:16][C:15](I)=[CH:14][CH:13]=2)[CH:5]=1.[OH:20][CH2:21][C:22]1[CH:23]=[C:24](B(O)O)[CH:25]=[CH:26][CH:27]=1, predict the reaction product. The product is: [OH:20][CH2:21][C:22]1[CH:27]=[C:26]([C:15]2[CH:16]=[CH:17][C:12]([O:11][CH2:10][C:6]3[CH:5]=[C:4]([CH:9]=[CH:8][CH:7]=3)[C:3]([OH:2])=[O:19])=[CH:13][CH:14]=2)[CH:25]=[CH:24][CH:23]=1. (5) Given the reactants [OH-].[K+].[NH2:3][CH2:4][C:5]1[CH:12]=[CH:11][C:8]([C:9]#[N:10])=[CH:7][CH:6]=1.S(=O)(=O)(O)[OH:14], predict the reaction product. The product is: [NH2:10][CH2:9][C:8]1[CH:11]=[CH:12][C:5]([C:4]([NH2:3])=[O:14])=[CH:6][CH:7]=1.